This data is from Catalyst prediction with 721,799 reactions and 888 catalyst types from USPTO. The task is: Predict which catalyst facilitates the given reaction. (1) Reactant: [Cl:1][C:2]1[CH:3]=[CH:4][C:5]([O:13][CH2:14][C:15]([N:17]2[CH2:22][C@H:21]([CH3:23])[N:20]([CH2:24][C:25]3[CH:30]=[CH:29][C:28]([F:31])=[CH:27][CH:26]=3)[CH2:19][C@H:18]2[CH3:32])=[O:16])=[C:6]([CH2:8][CH2:9][C:10]([OH:12])=O)[CH:7]=1.Cl.CN(C)CCCN=C=NCC.[CH3:45][S:46]([NH2:49])(=[O:48])=[O:47].C(N(CC)CC)C. Product: [Cl:1][C:2]1[CH:3]=[CH:4][C:5]([O:13][CH2:14][C:15]([N:17]2[CH2:22][C@H:21]([CH3:23])[N:20]([CH2:24][C:25]3[CH:26]=[CH:27][C:28]([F:31])=[CH:29][CH:30]=3)[CH2:19][C@H:18]2[CH3:32])=[O:16])=[C:6]([CH2:8][CH2:9][C:10]([NH:49][S:46]([CH3:45])(=[O:48])=[O:47])=[O:12])[CH:7]=1. The catalyst class is: 119. (2) Reactant: [OH-].[Na+].[F:3][C:4]([F:20])([F:19])[CH2:5][CH2:6][CH2:7][O:8][C:9]1[CH:18]=[CH:17][C:12]([C:13]([O:15]C)=[O:14])=[CH:11][CH:10]=1. The catalyst class is: 1. Product: [F:3][C:4]([F:19])([F:20])[CH2:5][CH2:6][CH2:7][O:8][C:9]1[CH:18]=[CH:17][C:12]([C:13]([OH:15])=[O:14])=[CH:11][CH:10]=1. (3) Reactant: [C:1]([C:5]1[O:9][N:8]=[C:7]([NH:10][C:11]([NH:13][C:14]2[CH:19]=[CH:18][CH:17]=[C:16]([O:20][C:21]3[C:30]4[C:25](=[CH:26][C:27]([O:33][CH2:34][CH2:35][CH2:36]Cl)=[C:28]([O:31][CH3:32])[CH:29]=4)[N:24]=[CH:23][N:22]=3)[CH:15]=2)=[O:12])[CH:6]=1)([CH3:4])([CH3:3])[CH3:2].[NH:38]1[CH2:43][CH2:42][S:41](=[O:45])(=[O:44])[CH2:40][CH2:39]1.C(N(C(C)C)CC)(C)C. Product: [C:1]([C:5]1[O:9][N:8]=[C:7]([NH:10][C:11]([NH:13][C:14]2[CH:19]=[CH:18][CH:17]=[C:16]([O:20][C:21]3[C:30]4[C:25](=[CH:26][C:27]([O:33][CH2:34][CH2:35][CH2:36][N:38]5[CH2:43][CH2:42][S:41](=[O:45])(=[O:44])[CH2:40][CH2:39]5)=[C:28]([O:31][CH3:32])[CH:29]=4)[N:24]=[CH:23][N:22]=3)[CH:15]=2)=[O:12])[CH:6]=1)([CH3:4])([CH3:3])[CH3:2]. The catalyst class is: 589. (4) Reactant: [C:1]([O:5][C:6](=[O:27])[NH:7][C@@H:8]1[C@@H:13]([OH:14])[C@H:12]([CH2:15][C:16]2[CH:21]=[C:20]([F:22])[C:19]([N+:23]([O-:25])=[O:24])=[C:18](F)[CH:17]=2)[CH2:11][S:10][CH2:9]1)([CH3:4])([CH3:3])[CH3:2].[F:28][C:29]([F:36])([F:35])[C@H:30]([OH:34])[CH2:31][O:32][CH3:33].C(O[K])(C)(C)C.C(OC(C)(C)C)=O. Product: [C:1]([O:5][C:6](=[O:27])[NH:7][C@@H:8]1[C@@H:13]([OH:14])[C@H:12]([CH2:15][C:16]2[CH:17]=[C:18]([O:34][C@H:30]([CH2:31][O:32][CH3:33])[C:29]([F:36])([F:35])[F:28])[C:19]([N+:23]([O-:25])=[O:24])=[C:20]([F:22])[CH:21]=2)[CH2:11][S:10][CH2:9]1)([CH3:3])([CH3:2])[CH3:4]. The catalyst class is: 182. (5) Reactant: [CH3:1][O:2][C:3]1[CH:4]=[C:5]([CH:8]=[C:9]([O:15][CH3:16])[C:10]=1[O:11][CH2:12][CH2:13][CH3:14])[CH:6]=O.[ClH:17].CO.C(O[CH:23](OCC)[CH2:24][NH:25][CH2:26][C:27]1[C:35]2[O:34][C:33](=[O:36])[N:32]([CH2:37][CH3:38])[C:31]=2[CH:30]=[CH:29][CH:28]=1)C. Product: [ClH:17].[CH3:1][O:2][C:3]1[CH:4]=[C:5]([CH:8]=[C:9]([O:15][CH3:16])[C:10]=1[O:11][CH2:12][CH2:13][CH3:14])[CH2:6][C:23]1[C:28]2[CH:29]=[CH:30][C:31]3[N:32]([CH2:37][CH3:38])[C:33](=[O:36])[O:34][C:35]=3[C:27]=2[CH:26]=[N:25][CH:24]=1. The catalyst class is: 14. (6) Reactant: [NH2:1][C:2]1[CH:17]=[C:16]([Br:18])[CH:15]=[CH:14][C:3]=1[C:4]([NH:6][C:7]1[CH:12]=[CH:11][C:10]([Cl:13])=[CH:9][CH:8]=1)=[O:5].C(OC([N:26]1[CH2:31][CH2:30][C:29](=O)[CH2:28][CH2:27]1)=O)(C)(C)C.O.[C:34]1([CH3:44])[CH:39]=[CH:38][C:37]([S:40]([OH:43])(=[O:42])=[O:41])=[CH:36][CH:35]=1. Product: [S:40]([C:37]1[CH:38]=[CH:39][C:34]([CH3:44])=[CH:35][CH:36]=1)([OH:43])(=[O:42])=[O:41].[Br:18][C:16]1[CH:17]=[C:2]2[C:3]([C:4](=[O:5])[N:6]([C:7]3[CH:8]=[CH:9][C:10]([Cl:13])=[CH:11][CH:12]=3)[C:29]3([CH2:30][CH2:31][NH:26][CH2:27][CH2:28]3)[NH:1]2)=[CH:14][CH:15]=1. The catalyst class is: 11. (7) Reactant: [NH2:1][C:2]1[N:7]=[C:6](OS(C(F)(F)F)(=O)=O)[C:5]([N+:16]([O-:18])=[O:17])=[C:4]([C:19]2[O:20][CH:21]=[CH:22][CH:23]=2)[N:3]=1.[CH2:24]([NH2:32])[CH2:25][C:26]1[CH:31]=[CH:30][CH:29]=[CH:28][CH:27]=1. Product: [O:20]1[CH:21]=[CH:22][CH:23]=[C:19]1[C:4]1[N:3]=[C:2]([NH2:1])[N:7]=[C:6]([NH:32][CH2:24][CH2:25][C:26]2[CH:31]=[CH:30][CH:29]=[CH:28][CH:27]=2)[C:5]=1[N+:16]([O-:18])=[O:17]. The catalyst class is: 57. (8) Reactant: [F:1][C:2]1[C:7]([CH:8]([OH:28])[C:9]2[C:17]3[C:12](=[N:13][CH:14]=[CH:15][CH:16]=3)[N:11]([Si](C(C)C)(C(C)C)C(C)C)[CH:10]=2)=[C:6]([F:29])[CH:5]=[CH:4][C:3]=1[NH:30][S:31]([C:34]1[CH:39]=[CH:38][CH:37]=[C:36]([O:40][CH3:41])[CH:35]=1)(=[O:33])=[O:32].[F-].C([N+](CCCC)(CCCC)CCCC)CCC.O. Product: [F:1][C:2]1[C:7]([CH:8]([OH:28])[C:9]2[C:17]3[C:12](=[N:13][CH:14]=[CH:15][CH:16]=3)[NH:11][CH:10]=2)=[C:6]([F:29])[CH:5]=[CH:4][C:3]=1[NH:30][S:31]([C:34]1[CH:39]=[CH:38][CH:37]=[C:36]([O:40][CH3:41])[CH:35]=1)(=[O:33])=[O:32]. The catalyst class is: 7. (9) Reactant: [NH2:1][C:2]([CH3:14])([CH3:13])[CH2:3][C:4]1[CH:9]=[CH:8][C:7]([N:10]([CH3:12])[CH3:11])=[CH:6][CH:5]=1.[C:15]([O:19][C:20]1[CH:21]=[C:22]([C@H:33]([OH:40])[CH2:34]OS(C)(=O)=O)[C:23]2[S:27][C:26]([O:28][CH:29]([CH3:31])[CH3:30])=[N:25][C:24]=2[CH:32]=1)([CH3:18])([CH3:17])[CH3:16]. Product: [C:15]([O:19][C:20]1[CH:21]=[C:22]([C@H:33]([OH:40])[CH2:34][NH:1][C:2]([CH3:14])([CH3:13])[CH2:3][C:4]2[CH:9]=[CH:8][C:7]([N:10]([CH3:11])[CH3:12])=[CH:6][CH:5]=2)[C:23]2[S:27][C:26]([O:28][CH:29]([CH3:30])[CH3:31])=[N:25][C:24]=2[CH:32]=1)([CH3:16])([CH3:18])[CH3:17]. The catalyst class is: 11.